Dataset: Forward reaction prediction with 1.9M reactions from USPTO patents (1976-2016). Task: Predict the product of the given reaction. (1) The product is: [ClH:39].[NH2:7][C@H:8]([C:14]([N:16]1[CH2:20][CH2:19][C:18]([F:21])([F:22])[CH2:17]1)=[O:15])[CH2:9][CH2:10][CH2:11][CH2:12][NH:13][C:37]([C:35]1[N:36]=[C:32]([C:29]2[CH:30]=[CH:31][C:26]([O:25][CH3:24])=[CH:27][CH:28]=2)[O:33][C:34]=1[CH3:40])=[O:38]. Given the reactants C(OC(=O)[NH:7][C@H:8]([C:14]([N:16]1[CH2:20][CH2:19][C:18]([F:22])([F:21])[CH2:17]1)=[O:15])[CH2:9][CH2:10][CH2:11][CH2:12][NH2:13])(C)(C)C.[CH3:24][O:25][C:26]1[CH:31]=[CH:30][C:29]([C:32]2[O:33][C:34]([CH3:40])=[C:35]([C:37]([Cl:39])=[O:38])[N:36]=2)=[CH:28][CH:27]=1, predict the reaction product. (2) Given the reactants [C:1]([C:4]1[N:9]=[C:8]([C:10]2[CH:15]=[CH:14][C:13](B(O)O)=[CH:12][CH:11]=2)[C:7]([CH3:19])=[N:6][C:5]=1[CH3:20])(=[O:3])[NH2:2].[F:21][C:22]1[CH:23]=[C:24]([C:37]2([C:40]([O:42][CH3:43])=[O:41])[CH2:39][CH2:38]2)[CH:25]=[C:26]([F:36])[C:27]=1OS(C(F)(F)F)(=O)=O.[Cl-].[Li+].P([O-])([O-])([O-])=O.[K+].[K+].[K+], predict the reaction product. The product is: [C:1]([C:4]1[N:9]=[C:8]([C:10]2[CH:15]=[CH:14][C:13]([C:27]3[C:26]([F:36])=[CH:25][C:24]([C:37]4([C:40]([O:42][CH3:43])=[O:41])[CH2:38][CH2:39]4)=[CH:23][C:22]=3[F:21])=[CH:12][CH:11]=2)[C:7]([CH3:19])=[N:6][C:5]=1[CH3:20])(=[O:3])[NH2:2]. (3) Given the reactants NC1(C2C=CC(C3C(=O)C4C(OC=3C3C=CC=CC=3)=C3C(=CC=4)NN=C3)=CC=2)CCC1.C(OC(=O)[NH:38][C:39]1([C:43]2[CH:48]=[CH:47][C:46]([C:49]3[C:62](=[O:63])[C:61]4[C:52](=[C:53]5[C:58](=[CH:59][CH:60]=4)[NH:57][C:56](=[O:64])[CH2:55][O:54]5)[O:51][C:50]=3[C:65]3[CH:70]=[CH:69][CH:68]=[CH:67][CH:66]=3)=[CH:45][CH:44]=2)[CH2:42][CH2:41][CH2:40]1)(C)(C)C, predict the reaction product. The product is: [NH2:38][C:39]1([C:43]2[CH:44]=[CH:45][C:46]([C:49]3[C:62](=[O:63])[C:61]4[C:52](=[C:53]5[C:58](=[CH:59][CH:60]=4)[NH:57][C:56](=[O:64])[CH2:55][O:54]5)[O:51][C:50]=3[C:65]3[CH:70]=[CH:69][CH:68]=[CH:67][CH:66]=3)=[CH:47][CH:48]=2)[CH2:42][CH2:41][CH2:40]1.